The task is: Predict which catalyst facilitates the given reaction.. This data is from Catalyst prediction with 721,799 reactions and 888 catalyst types from USPTO. (1) Reactant: [NH2:1][C:2]1[CH:7]=[CH:6][C:5]([Cl:8])=[CH:4][N:3]=1.Br[CH2:10][C:11]([C:13]1[S:14][C:15]([Cl:18])=[CH:16][CH:17]=1)=O. The catalyst class is: 8. Product: [Cl:8][C:5]1[CH:6]=[CH:7][C:2]2[N:3]([CH:10]=[C:11]([C:13]3[S:14][C:15]([Cl:18])=[CH:16][CH:17]=3)[N:1]=2)[CH:4]=1. (2) Reactant: [Br:1][C:2]1[C:3]([CH3:19])=[C:4]([NH:8][C:9](=[O:18])[C:10]2[CH:15]=[CH:14][CH:13]=[CH:12][C:11]=2[CH2:16]Cl)[CH:5]=[CH:6][CH:7]=1.[H-].[Na+].O. Product: [Br:1][C:2]1[C:3]([CH3:19])=[C:4]([N:8]2[CH2:16][C:11]3[C:10](=[CH:15][CH:14]=[CH:13][CH:12]=3)[C:9]2=[O:18])[CH:5]=[CH:6][CH:7]=1. The catalyst class is: 3. (3) Reactant: [NH2:1][C:2]1[C:15]2[C:6](=[CH:7][C:8]3[C:9]4[C:14]=2[C:13](=[O:16])[N:12]([CH2:17][CH2:18][N:19]([CH3:21])[CH3:20])[C:11](=[O:22])[C:10]=4[CH:23]=[CH:24][CH:25]=3)[CH:5]=[CH:4][CH:3]=1.[N:26]1[CH:31]=[CH:30][CH:29]=[C:28]([N:32]=[C:33]=[S:34])[CH:27]=1. Product: [CH3:21][N:19]([CH3:20])[CH2:18][CH2:17][N:12]1[C:11](=[O:22])[C:10]2[CH:23]=[CH:24][CH:25]=[C:8]3[C:9]=2[C:14](=[C:15]2[C:2]([NH:1][C:33]([NH:32][C:28]4[CH:27]=[N:26][CH:31]=[CH:30][CH:29]=4)=[S:34])=[CH:3][CH:4]=[CH:5][C:6]2=[CH:7]3)[C:13]1=[O:16]. The catalyst class is: 10. (4) Reactant: [CH2:1]([C@H:8]([NH2:25])[CH:9](C(OC(C)(C)C)=O)[O:10][CH2:11][C:12]1[CH:17]=[CH:16][CH:15]=[CH:14][CH:13]=1)[C:2]1[CH:7]=[CH:6][CH:5]=[CH:4][CH:3]=1.[ClH:26]. Product: [ClH:26].[CH2:1]([C@H:8]([NH2:25])[CH2:9][O:10][CH2:11][C:12]1[CH:13]=[CH:14][CH:15]=[CH:16][CH:17]=1)[C:2]1[CH:3]=[CH:4][CH:5]=[CH:6][CH:7]=1. The catalyst class is: 5. (5) Reactant: [NH2:1][C:2]1[NH:6][N:5]=[C:4]([CH2:7][CH2:8][C:9]2[N:14]=[C:13]([C:15]([NH:17][CH3:18])=[O:16])[CH:12]=[C:11]([O:19][CH3:20])[CH:10]=2)[CH:3]=1.Cl[C:22]1[CH:27]=[CH:26][N:25]=[C:24]([NH:28][CH2:29][C:30]2[O:34][N:33]=[C:32]([CH3:35])[CH:31]=2)[N:23]=1. Product: [CH3:20][O:19][C:11]1[CH:10]=[C:9]([CH2:8][CH2:7][C:4]2[CH:3]=[C:2]([NH:1][C:22]3[CH:27]=[CH:26][N:25]=[C:24]([NH:28][CH2:29][C:30]4[O:34][N:33]=[C:32]([CH3:35])[CH:31]=4)[N:23]=3)[NH:6][N:5]=2)[N:14]=[C:13]([C:15]([NH:17][CH3:18])=[O:16])[CH:12]=1. The catalyst class is: 8. (6) Reactant: [O:1]1[CH2:5][CH2:4][O:3][CH:2]1[C:6]1[CH:7]=[C:8]2[C:12](=[CH:13][CH:14]=1)[N:11]([CH2:15][O:16][CH2:17][CH2:18][Si:19]([CH3:22])([CH3:21])[CH3:20])[N:10]=[C:9]2I.[N:24]1([CH2:29][CH2:30][OH:31])[CH:28]=[CH:27][CH:26]=[N:25]1. Product: [O:1]1[CH2:5][CH2:4][O:3][CH:2]1[C:6]1[CH:7]=[C:8]2[C:12](=[CH:13][CH:14]=1)[N:11]([CH2:15][O:16][CH2:17][CH2:18][Si:19]([CH3:22])([CH3:21])[CH3:20])[N:10]=[C:9]2[O:31][CH2:30][CH2:29][N:24]1[CH:28]=[CH:27][CH:26]=[N:25]1. The catalyst class is: 11. (7) Reactant: C(OC(=O)[NH:7][CH2:8][CH2:9][O:10][C:11]1[CH:16]=[CH:15][C:14]([F:17])=[CH:13][CH:12]=1)(C)(C)C.[ClH:19]. Product: [ClH:19].[F:17][C:14]1[CH:15]=[CH:16][C:11]([O:10][CH2:9][CH2:8][NH2:7])=[CH:12][CH:13]=1. The catalyst class is: 12.